From a dataset of Forward reaction prediction with 1.9M reactions from USPTO patents (1976-2016). Predict the product of the given reaction. (1) The product is: [Cl:1][C:2]1[CH:3]=[C:4]([C:5]([C:26]2[CH:27]=[CH:28][C:23]([OH:22])=[C:24]([CH3:29])[CH:25]=2)=[O:7])[CH:15]=[CH:16][CH:17]=1. Given the reactants [Cl:1][C:2]1[CH:3]=[C:4]([CH:15]=[CH:16][CH:17]=1)[C:5]([O:7]C1C=CC=CC=1C)=O.C([O:22][C:23]1[CH:28]=[CH:27][CH:26]=[CH:25][C:24]=1[CH3:29])(=O)CC, predict the reaction product. (2) Given the reactants [NH2:1][C@@H:2]([CH2:22][CH3:23])[C:3]([NH:5][C:6]1[CH:7]=[N:8][C:9]([O:12][C:13]2[CH:18]=[CH:17][C:16]([CH3:19])=[C:15]([O:20][CH3:21])[CH:14]=2)=[CH:10][CH:11]=1)=[O:4].C(N(CC)CC)C.Cl[C:32](Cl)([O:34]C(=O)OC(Cl)(Cl)Cl)Cl, predict the reaction product. The product is: [CH2:22]([C@@H:2]1[NH:1][C:32](=[O:34])[N:5]([C:6]2[CH:7]=[N:8][C:9]([O:12][C:13]3[CH:18]=[CH:17][C:16]([CH3:19])=[C:15]([O:20][CH3:21])[CH:14]=3)=[CH:10][CH:11]=2)[C:3]1=[O:4])[CH3:23]. (3) The product is: [CH2:27]([O:26][P:24]([O:1][CH2:2][C@@H:3]1[C@H:7]2[O:8][C:9]([CH3:12])([CH3:11])[O:10][C@H:6]2[C@H:5]([N:13]2[CH:18]=[CH:17][N:16]=[C:15]([C:19]([O:21][CH3:22])=[O:20])[C:14]2=[O:23])[O:4]1)([O:34][CH2:35][C:36]1[CH:41]=[CH:40][CH:39]=[CH:38][CH:37]=1)=[O:25])[C:28]1[CH:29]=[CH:30][CH:31]=[CH:32][CH:33]=1. Given the reactants [OH:1][CH2:2][C@@H:3]1[C@H:7]2[O:8][C:9]([CH3:12])([CH3:11])[O:10][C@H:6]2[C@H:5]([N:13]2[CH:18]=[CH:17][N:16]=[C:15]([C:19]([O:21][CH3:22])=[O:20])[C:14]2=[O:23])[O:4]1.[P:24]([O-])([O:34][CH2:35][C:36]1[CH:41]=[CH:40][CH:39]=[CH:38][CH:37]=1)([O:26][CH2:27][C:28]1[CH:33]=[CH:32][CH:31]=[CH:30][CH:29]=1)=[O:25].C1(P(C2C=CC=CC=2)C2C=CC=CC=2)C=CC=CC=1.N(C(OC(C)C)=O)=NC(OC(C)C)=O, predict the reaction product.